Dataset: Acute oral toxicity (LD50) regression data from Zhu et al.. Task: Regression/Classification. Given a drug SMILES string, predict its toxicity properties. Task type varies by dataset: regression for continuous values (e.g., LD50, hERG inhibition percentage) or binary classification for toxic/non-toxic outcomes (e.g., AMES mutagenicity, cardiotoxicity, hepatotoxicity). Dataset: ld50_zhu. (1) The compound is CP(=O)(O)F. The rat oral LD50 is 2.51, given as -log10 of the dose in mol/kg body weight (higher means more acutely toxic). (2) The molecule is N#CSc1cccc(C(=O)O)c1. The rat oral LD50 is 3.39, given as -log10 of the dose in mol/kg body weight (higher means more acutely toxic). (3) The compound is O=C(Cn1c(=O)sc2ccc(Cl)cc21)N1CCN(CCO)CC1. The rat oral LD50 is 2.00, given as -log10 of the dose in mol/kg body weight (higher means more acutely toxic).